Task: Regression. Given a peptide amino acid sequence and an MHC pseudo amino acid sequence, predict their binding affinity value. This is MHC class I binding data.. Dataset: Peptide-MHC class I binding affinity with 185,985 pairs from IEDB/IMGT (1) The peptide sequence is FHNNWGATL. The MHC is HLA-B58:01 with pseudo-sequence HLA-B58:01. The binding affinity (normalized) is 0.0847. (2) The peptide sequence is FREVWKQLF. The MHC is HLA-A02:06 with pseudo-sequence HLA-A02:06. The binding affinity (normalized) is 0.0847. (3) The MHC is HLA-B44:03 with pseudo-sequence HLA-B44:03. The binding affinity (normalized) is 0.243. The peptide sequence is VMNSNTLLSAW. (4) The peptide sequence is RKCCRAKFKQLLQH. The MHC is HLA-A11:01 with pseudo-sequence HLA-A11:01. The binding affinity (normalized) is 0. (5) The peptide sequence is SSNPVMSRF. The MHC is HLA-A26:01 with pseudo-sequence HLA-A26:01. The binding affinity (normalized) is 0.169. (6) The peptide sequence is ALDWIGERL. The MHC is HLA-A02:01 with pseudo-sequence HLA-A02:01. The binding affinity (normalized) is 0.655. (7) The peptide sequence is SSDDIPPRW. The MHC is HLA-B46:01 with pseudo-sequence HLA-B46:01. The binding affinity (normalized) is 0.0847. (8) The peptide sequence is INTLESMMK. The MHC is HLA-B15:17 with pseudo-sequence HLA-B15:17. The binding affinity (normalized) is 0.0847.